From a dataset of Full USPTO retrosynthesis dataset with 1.9M reactions from patents (1976-2016). Predict the reactants needed to synthesize the given product. (1) The reactants are: [OH:1][C@@H:2]1[CH2:7][CH2:6][CH2:5][N:4]([C:8]([C:10]2[CH:15]=[CH:14][C:13]([C:16]3[CH:21]=[CH:20][C:19]([NH:22][CH2:23][CH:24]4[CH2:29][CH2:28][N:27]([CH2:30][C:31]([CH3:37])([CH3:36])[C:32]([F:35])([F:34])[F:33])[CH2:26][CH2:25]4)=[CH:18][CH:17]=3)=[CH:12][CH:11]=2)=[O:9])[CH2:3]1.C=O.[CH3:40]C(O)=O.[BH3-]C#N.[Na+]. Given the product [OH:1][C@@H:2]1[CH2:7][CH2:6][CH2:5][N:4]([C:8]([C:10]2[CH:11]=[CH:12][C:13]([C:16]3[CH:17]=[CH:18][C:19]([N:22]([CH3:40])[CH2:23][CH:24]4[CH2:29][CH2:28][N:27]([CH2:30][C:31]([CH3:37])([CH3:36])[C:32]([F:35])([F:34])[F:33])[CH2:26][CH2:25]4)=[CH:20][CH:21]=3)=[CH:14][CH:15]=2)=[O:9])[CH2:3]1, predict the reactants needed to synthesize it. (2) Given the product [O:25]1[CH:26]=[CH:27][C:23]([C:29]2[C:30]([O:48][CH3:49])=[C:31]([C:36]([CH2:39][S:40]([N:43]3[CH2:47][CH2:46][CH2:45][CH2:44]3)(=[O:42])=[O:41])=[CH:37][CH:38]=2)[C:32]([O:34][CH3:35])=[O:33])=[CH:24]1, predict the reactants needed to synthesize it. The reactants are: C1(S(CC2C(C(OCC)=O)=C(O)C([C:23]3[CH:27]=[CH:26][O:25][CH:24]=3)=CC=2)(=O)=O)C=CC=CC=1.Br[C:29]1[C:30]([O:48][CH3:49])=[C:31]([C:36]([CH2:39][S:40]([N:43]2[CH2:47][CH2:46][CH2:45][CH2:44]2)(=[O:42])=[O:41])=[CH:37][CH:38]=1)[C:32]([O:34][CH3:35])=[O:33]. (3) Given the product [CH3:16][O:17][C:18]1[CH:19]=[C:20]([CH:39]=[CH:40][C:41]=1[O:42][CH3:43])[CH2:21][CH:22]1[C:28]2[CH:29]=[C:30]([O:35][CH3:36])[C:31]([O:33][CH3:34])=[CH:32][C:27]=2[S:26](=[O:38])(=[O:37])[CH2:25][CH2:24][N:23]1[CH2:2][C:3]([NH:6][CH:7]1[C:15]2[C:10](=[CH:11][CH:12]=[CH:13][CH:14]=2)[CH2:9][CH2:8]1)=[O:4], predict the reactants needed to synthesize it. The reactants are: Br[CH2:2][C:3](Br)=[O:4].[NH2:6][CH:7]1[C:15]2[C:10](=[CH:11][CH:12]=[CH:13][CH:14]=2)[CH2:9][CH2:8]1.[CH3:16][O:17][C:18]1[CH:19]=[C:20]([CH:39]=[CH:40][C:41]=1[O:42][CH3:43])[CH2:21][CH:22]1[C:28]2[CH:29]=[C:30]([O:35][CH3:36])[C:31]([O:33][CH3:34])=[CH:32][C:27]=2[S:26](=[O:38])(=[O:37])[CH2:25][CH2:24][NH:23]1. (4) The reactants are: [CH3:1][O:2][C:3]1[CH:4]=[C:5]([CH:7]=[CH:8][C:9]=1[C:10]1[O:14][CH:13]=[N:12][CH:11]=1)[NH2:6].[S:15]1[CH:19]=[CH:18][CH:17]=[C:16]1[S:20](Cl)(=[O:22])=[O:21]. Given the product [S:15]1[CH:19]=[CH:18][CH:17]=[C:16]1[S:20]([NH:6][C:5]1[CH:7]=[CH:8][C:9]([C:10]2[O:14][CH:13]=[N:12][CH:11]=2)=[C:3]([O:2][CH3:1])[CH:4]=1)(=[O:22])=[O:21], predict the reactants needed to synthesize it. (5) Given the product [F:18][C:17]1[C:12]([NH:11][C@@H:7]2[CH2:8][CH2:9][CH2:10][N:5]([C:1](=[O:4])[CH:2]=[CH2:3])[CH2:6]2)=[N:13][C:14]([NH:19][C:20]2[CH:21]=[C:22]3[C:27](=[CH:28][CH:29]=2)[CH2:26][N:25]([CH:62]2[CH2:63][O:60][CH2:61]2)[CH2:24][CH2:23]3)=[N:15][CH:16]=1, predict the reactants needed to synthesize it. The reactants are: [C:1]([N:5]1[CH2:10][CH2:9][CH2:8][C@@H:7]([NH:11][C:12]2[C:17]([F:18])=[CH:16][N:15]=[C:14]([NH:19][C:20]3[CH:21]=[C:22]4[C:27](=[CH:28][CH:29]=3)[CH2:26][N:25](C(OC(C)(C)C)=O)[CH2:24][CH2:23]4)[N:13]=2)[CH2:6]1)(=[O:4])[CH:2]=[CH2:3].CCN(C(C)C)C(C)C.[BH-](OC(C)=O)(OC(C)=O)OC(C)=O.[Na+].[O:60]1[CH2:63][C:62](=O)[CH2:61]1. (6) Given the product [F:1][C:2]1[CH:3]=[CH:4][C:5]([C@@H:8]([NH:10][C:11]([C:13]2[N:18]=[CH:17][N:16]=[C:15]([NH:41][C:44](=[O:29])[O:50][C:46]([CH3:49])([CH3:48])[CH3:47])[CH:14]=2)=[O:12])[CH3:9])=[CH:6][CH:7]=1, predict the reactants needed to synthesize it. The reactants are: [F:1][C:2]1[CH:7]=[CH:6][C:5]([C@@H:8]([NH:10][C:11]([C:13]2[N:18]=[CH:17][N:16]=[C:15](C(O)=O)[CH:14]=2)=[O:12])[CH3:9])=[CH:4][CH:3]=1.C1(P(N=[N+]=[N-])(C2C=CC=CC=2)=[O:29])C=CC=CC=1.C([N:41]([CH2:44]C)CC)C.[C:46]([OH:50])([CH3:49])([CH3:48])[CH3:47]. (7) Given the product [CH:16]1([N:7]2[CH2:8][C:9]3([CH2:15][CH2:14]3)[C:10](=[O:13])[N:11]([CH3:12])[C:5]3[CH:4]=[N:3][C:2]([NH:22][C:23]4[CH:31]=[CH:30][C:26]([C:27]([OH:29])=[O:28])=[CH:25][C:24]=4[O:32][CH3:33])=[N:21][C:6]2=3)[CH2:20][CH2:19][CH2:18][CH2:17]1, predict the reactants needed to synthesize it. The reactants are: Cl[C:2]1[N:3]=[CH:4][C:5]2[N:11]([CH3:12])[C:10](=[O:13])[C:9]3([CH2:15][CH2:14]3)[CH2:8][N:7]([CH:16]3[CH2:20][CH2:19][CH2:18][CH2:17]3)[C:6]=2[N:21]=1.[NH2:22][C:23]1[CH:31]=[CH:30][C:26]([C:27]([OH:29])=[O:28])=[CH:25][C:24]=1[O:32][CH3:33].C(O)(C(F)(F)F)=O. (8) Given the product [NH2:14][C:13]1[N:15]([C:18]2[CH:23]=[CH:22][C:21]([Cl:24])=[CH:20][C:19]=2[Cl:25])[N:16]=[N:17][C:12]=1[C:9]1[CH:10]=[CH:11][C:6]([C:4]#[N:5])=[CH:7][CH:8]=1, predict the reactants needed to synthesize it. The reactants are: C[O-].[Na+].[C:4]([C:6]1[CH:11]=[CH:10][C:9]([CH2:12][C:13]#[N:14])=[CH:8][CH:7]=1)#[N:5].[N:15]([C:18]1[CH:23]=[CH:22][C:21]([Cl:24])=[CH:20][C:19]=1[Cl:25])=[N+:16]=[N-:17].